This data is from hERG potassium channel inhibition data for cardiac toxicity prediction from Karim et al.. The task is: Regression/Classification. Given a drug SMILES string, predict its toxicity properties. Task type varies by dataset: regression for continuous values (e.g., LD50, hERG inhibition percentage) or binary classification for toxic/non-toxic outcomes (e.g., AMES mutagenicity, cardiotoxicity, hepatotoxicity). Dataset: herg_karim. (1) The molecule is Cc1cccc(N2CC3(CCC(c4nc5ccc(OC(F)(F)F)cc5[nH]4)CC3)OC2=O)n1. The result is 1 (blocker). (2) The drug is CC(C)(Cc1ccccn1)N1C(=O)c2ccccc2C1C(=O)NCc1ccc(OC(F)(F)F)cc1. The result is 1 (blocker).